This data is from Reaction yield outcomes from USPTO patents with 853,638 reactions. The task is: Predict the reaction yield, written as a fraction of the theoretical maximum amount of product (1.0 means a 100% yield; for example, 0.34 means a 34% yield). (1) The reactants are [Cl:1][C:2]1[CH:7]=[CH:6][N:5]=[C:4]([N:8]2[CH2:13][CH2:12][N:11](C(OC(C)(C)C)=O)[CH2:10][CH2:9]2)[N:3]=1.[F:21][C:22]1[CH:27]=[CH:26][C:25](B(O)O)=[CH:24][CH:23]=1. No catalyst specified. The product is [ClH:1].[ClH:1].[F:21][C:22]1[CH:27]=[CH:26][C:25]([C:2]2[CH:7]=[CH:6][N:5]=[C:4]([N:8]3[CH2:9][CH2:10][NH:11][CH2:12][CH2:13]3)[N:3]=2)=[CH:24][CH:23]=1. The yield is 0.920. (2) The product is [Br:15][C:14]1[C:12]([C:11]([OH:19])=[O:18])=[N:9][C:7]([CH3:8])=[N:10][CH:16]=1. The catalyst is C(O)C. The yield is 0.420. The reactants are [Na].[O-]CC.[Na+].Cl.[C:7]([NH2:10])(=[NH:9])[CH3:8].[C:11]([OH:19])(=[O:18])/[C:12](=[C:14](\[CH:16]=O)/[Br:15])/Br. (3) The yield is 0.820. The reactants are [CH2:1]([O:8][C:9]1[CH:14]=[C:13]([O:15][CH2:16][C:17]2[CH:22]=[CH:21][CH:20]=[CH:19][CH:18]=2)[C:12]([CH:23]([CH3:25])[CH3:24])=[CH:11][C:10]=1[C:26]1[O:30][N:29]=[C:28]([C:31]([NH:33][CH2:34][CH3:35])=[O:32])[C:27]=1[C:36]1[N:40]=[C:39]([OH:41])[O:38][N:37]=1)[C:2]1[CH:7]=[CH:6][CH:5]=[CH:4][CH:3]=1.[C:42](=O)([O-])[O-].[K+].[K+].IC. The product is [CH2:1]([O:8][C:9]1[CH:14]=[C:13]([O:15][CH2:16][C:17]2[CH:18]=[CH:19][CH:20]=[CH:21][CH:22]=2)[C:12]([CH:23]([CH3:25])[CH3:24])=[CH:11][C:10]=1[C:26]1[O:30][N:29]=[C:28]([C:31]([NH:33][CH2:34][CH3:35])=[O:32])[C:27]=1[C:36]1[N:40]=[C:39]([O:41][CH3:42])[O:38][N:37]=1)[C:2]1[CH:3]=[CH:4][CH:5]=[CH:6][CH:7]=1. The catalyst is CN(C=O)C. (4) The yield is 0.670. The reactants are C(OC(=O)[NH:7][C@@H:8]1[CH2:13][CH2:12][CH2:11][N:10]([C:14]2[CH:19]=[CH:18][C:17]([NH:20][C:21]3[C:30]4[C:25](=[CH:26][CH:27]=[C:28]([C:31]5[CH:36]=[C:35]([Cl:37])[C:34]([OH:38])=[C:33]([Cl:39])[CH:32]=5)[N:29]=4)[N:24]=[CH:23][C:22]=3[C:40]([CH:42]3[CH2:44][CH2:43]3)=[O:41])=[CH:16][N:15]=2)[CH2:9]1)(C)(C)C.C(O)(C(F)(F)F)=O.FC(F)(F)C([O-])=O. The product is [NH2:7][C@@H:8]1[CH2:13][CH2:12][CH2:11][N:10]([C:14]2[N:15]=[CH:16][C:17]([NH:20][C:21]3[C:30]4[C:25](=[CH:26][CH:27]=[C:28]([C:31]5[CH:32]=[C:33]([Cl:39])[C:34]([OH:38])=[C:35]([Cl:37])[CH:36]=5)[N:29]=4)[N:24]=[CH:23][C:22]=3[C:40]([CH:42]3[CH2:44][CH2:43]3)=[O:41])=[CH:18][CH:19]=2)[CH2:9]1. No catalyst specified. (5) The reactants are [CH2:1]([O:8][C:9]([N:11]1[CH2:16][CH2:15][CH:14]([C:17](=[O:26])[NH:18][C:19]2[CH:24]=[C:23](Cl)[N:22]=[CH:21][N:20]=2)[CH2:13][CH2:12]1)=[O:10])[C:2]1[CH:7]=[CH:6][CH:5]=[CH:4][CH:3]=1.[F:27][C:28]1[CH:29]=[CH:30][C:31]([O:37][CH3:38])=[C:32](B(O)O)[CH:33]=1.C1(P(C2C=CC=CC=2)C2C=CC=CC=2)C=CC=CC=1. The catalyst is C(=O)([O-])[O-].[Na+].[Na+].O1CCOCC1.C([O-])(=O)C.[Pd+2].C([O-])(=O)C. The product is [CH2:1]([O:8][C:9]([N:11]1[CH2:16][CH2:15][CH:14]([C:17](=[O:26])[NH:18][C:19]2[CH:24]=[C:23]([C:30]3[CH:29]=[C:28]([F:27])[CH:33]=[CH:32][C:31]=3[O:37][CH3:38])[N:22]=[CH:21][N:20]=2)[CH2:13][CH2:12]1)=[O:10])[C:2]1[CH:7]=[CH:6][CH:5]=[CH:4][CH:3]=1. The yield is 0.520. (6) The reactants are Br[C:2]1[C:3]([NH:8][C:9](=[O:11])[CH3:10])=[N:4][CH:5]=[CH:6][CH:7]=1.[CH2:12]([Sn](CCCC)(CCCC)C=C)[CH2:13]CC. The catalyst is C1(C)C=CC=CC=1.C([O-])(O)=O.[Na+].Cl[Pd](Cl)([P](C1C=CC=CC=1)(C1C=CC=CC=1)C1C=CC=CC=1)[P](C1C=CC=CC=1)(C1C=CC=CC=1)C1C=CC=CC=1. The product is [CH:12]([C:2]1[C:3]([NH:8][C:9](=[O:11])[CH3:10])=[N:4][CH:5]=[CH:6][CH:7]=1)=[CH2:13]. The yield is 0.460. (7) The reactants are [F:1][C:2]([F:45])([F:44])[C:3]1[CH:4]=[C:5]([C:13]([CH3:43])([CH3:42])[C:14]([N:16]([CH3:41])[C:17]2[C:18]([C:33]3[CH:38]=[CH:37][C:36]([F:39])=[CH:35][C:34]=3[CH3:40])=[CH:19][C:20]([C@@H:23]3[NH:27][C@:26]([CH3:32])([C:28](OC)=[O:29])[CH2:25][CH2:24]3)=[N:21][CH:22]=2)=[O:15])[CH:6]=[C:7]([C:9]([F:12])([F:11])[F:10])[CH:8]=1.CO.[NH3:48]. No catalyst specified. The product is [F:11][C:9]([F:12])([F:10])[C:7]1[CH:6]=[C:5]([C:13]([CH3:43])([CH3:42])[C:14]([N:16]([CH3:41])[C:17]2[C:18]([C:33]3[CH:38]=[CH:37][C:36]([F:39])=[CH:35][C:34]=3[CH3:40])=[CH:19][C:20]([C@@H:23]3[NH:27][C@:26]([CH3:32])([C:28]([NH2:48])=[O:29])[CH2:25][CH2:24]3)=[N:21][CH:22]=2)=[O:15])[CH:4]=[C:3]([C:2]([F:44])([F:45])[F:1])[CH:8]=1. The yield is 0.683.